From a dataset of Catalyst prediction with 721,799 reactions and 888 catalyst types from USPTO. Predict which catalyst facilitates the given reaction. (1) Reactant: [NH:1]1[C:9]2[C:4](=[CH:5][CH:6]=[CH:7][CH:8]=2)[C:3]([CH:10]=[O:11])=[CH:2]1.[H-].[Na+].[CH2:14](Br)[CH:15]=[CH2:16]. Product: [CH2:16]([N:1]1[C:9]2[C:4](=[CH:5][CH:6]=[CH:7][CH:8]=2)[C:3]([CH:10]=[O:11])=[CH:2]1)[CH:15]=[CH2:14]. The catalyst class is: 3. (2) Reactant: [F:1][C:2]1([F:60])[C@H:6]([O:7][C:8]([C:23]2[CH:28]=[CH:27][CH:26]=[CH:25][CH:24]=2)([C:17]2[CH:22]=[CH:21][CH:20]=[CH:19][CH:18]=2)[C:9]2[CH:14]=[CH:13][C:12]([O:15][CH3:16])=[CH:11][CH:10]=2)[C@@H:5]([CH:29]=[O:30])[O:4][C@H:3]1[N:31]1[CH:59]=[CH:58][C:35]([NH:36][C:37]([C:52]2[CH:57]=[CH:56][CH:55]=[CH:54][CH:53]=2)([C:46]2[CH:51]=[CH:50][CH:49]=[CH:48][CH:47]=2)[C:38]2[CH:43]=[CH:42][C:41]([O:44][CH3:45])=[CH:40][CH:39]=2)=[N:34][C:32]1=[O:33].[CH3:61][Mg+].[Br-].N#N. Product: [F:60][C:2]1([F:1])[C@H:6]([O:7][C:8]([C:23]2[CH:24]=[CH:25][CH:26]=[CH:27][CH:28]=2)([C:17]2[CH:18]=[CH:19][CH:20]=[CH:21][CH:22]=2)[C:9]2[CH:10]=[CH:11][C:12]([O:15][CH3:16])=[CH:13][CH:14]=2)[C@@H:5]([CH:29]([CH3:61])[OH:30])[O:4][C@H:3]1[N:31]1[CH:59]=[CH:58][C:35]([NH:36][C:37]([C:46]2[CH:47]=[CH:48][CH:49]=[CH:50][CH:51]=2)([C:52]2[CH:53]=[CH:54][CH:55]=[CH:56][CH:57]=2)[C:38]2[CH:43]=[CH:42][C:41]([O:44][CH3:45])=[CH:40][CH:39]=2)=[N:34][C:32]1=[O:33]. The catalyst class is: 1.